This data is from Full USPTO retrosynthesis dataset with 1.9M reactions from patents (1976-2016). The task is: Predict the reactants needed to synthesize the given product. (1) The reactants are: [Li]CCCC.CCCCCC.[CH2:12]([C@H:19]1[CH2:23][O:22][C:21](=[O:24])[NH:20]1)[C:13]1[CH:18]=[CH:17][CH:16]=[CH:15][CH:14]=1.[C:25](Cl)(=[O:30])[CH2:26][CH2:27][CH:28]=[CH2:29]. Given the product [CH2:12]([C@H:19]1[CH2:23][O:22][C:21](=[O:24])[N:20]1[C:25](=[O:30])[CH2:26][CH2:27][CH:28]=[CH2:29])[C:13]1[CH:14]=[CH:15][CH:16]=[CH:17][CH:18]=1, predict the reactants needed to synthesize it. (2) Given the product [CH2:52]([O:59][C:60]([NH:24][CH2:23][C:14]1[CH:13]=[C:12]([NH:11][C:9](=[O:10])[N:8]([CH2:7][CH2:6][C:5]2[CH:26]=[CH:27][C:2]([CH:38]([NH:37][C:33]3[CH:34]=[CH:35][CH:36]=[C:31]([C:28](=[O:30])[NH2:29])[CH:32]=3)[C:39]([OH:41])=[O:40])=[CH:3][CH:4]=2)[CH3:25])[CH:17]=[CH:16][C:15]=1[S:18]([CH2:21][CH3:22])(=[O:20])=[O:19])=[O:61])[C:53]1[CH:58]=[CH:57][CH:56]=[CH:55][CH:54]=1, predict the reactants needed to synthesize it. The reactants are: Br[C:2]1[CH:27]=[CH:26][C:5]([CH2:6][CH2:7][N:8]([CH3:25])[C:9]([NH:11][C:12]2[CH:17]=[CH:16][C:15]([S:18]([CH2:21][CH3:22])(=[O:20])=[O:19])=[C:14]([C:23]#[N:24])[CH:13]=2)=[O:10])=[CH:4][CH:3]=1.[C:28]([C:31]1[CH:32]=[C:33]([NH:37][CH:38](C2C=CC(CCNC)=CC=2)[C:39]([OH:41])=[O:40])[CH:34]=[CH:35][CH:36]=1)(=[O:30])[NH2:29].[CH2:52]([O:59][C:60](NCC1C=C(N(C2C=CC=CC=2)C(=O)O)C=CC=1S(CC)(=O)=O)=[O:61])[C:53]1[CH:58]=[CH:57][CH:56]=[CH:55][CH:54]=1. (3) Given the product [C:23]([C:22]1[CH:25]=[CH:26][C:19]([CH:4]2[N:5]([CH2:42][C:43]3[O:47][C:46]([C:48]([O:50][CH3:51])=[O:49])=[CH:45][CH:44]=3)[C:6](=[O:18])[N:7]([C:8]3[CH:13]=[CH:12][CH:11]=[C:10]([C:14]([F:15])([F:17])[F:16])[CH:9]=3)[C:2]([CH3:1])=[C:3]2[C:27]([C:29]2[CH:30]=[N:31][CH:32]=[CH:33][CH:34]=2)=[O:28])=[CH:20][CH:21]=1)#[N:24], predict the reactants needed to synthesize it. The reactants are: [CH3:1][C:2]1[N:7]([C:8]2[CH:13]=[CH:12][CH:11]=[C:10]([C:14]([F:17])([F:16])[F:15])[CH:9]=2)[C:6](=[O:18])[NH:5][CH:4]([C:19]2[CH:26]=[CH:25][C:22]([C:23]#[N:24])=[CH:21][CH:20]=2)[C:3]=1[C:27]([C:29]1[CH:30]=[N:31][CH:32]=[CH:33][CH:34]=1)=[O:28].C(=O)([O-])[O-].[K+].[K+].Cl[CH2:42][C:43]1[O:47][C:46]([C:48]([O:50][CH3:51])=[O:49])=[CH:45][CH:44]=1. (4) Given the product [CH:34]1([O:33][C:30]2[CH:29]=[CH:28][C:27]([C:25]([C:18]3[C:17]([CH3:47])=[CH:22][C:21]([C:41]([O:42][CH2:5][CH3:6])=[O:44])=[CH:20][C:19]=3[OH:24])=[O:26])=[CH:32][CH:31]=2)[CH2:10][CH2:9]1, predict the reactants needed to synthesize it. The reactants are: IN1[C:6](=O)[CH2:5]CC1=O.[CH2:9](N(CC)CC)[CH3:10].Cl[C:17]1[CH:22]=[C:21](C)[CH:20]=[C:19]([OH:24])[C:18]=1[C:25]([C:27]1[CH:32]=[CH:31][C:30]([O:33][CH3:34])=[CH:29][CH:28]=1)=[O:26].S([O-])([O-])=O.[Na+].[Na+].[C:41](=[O:44])([O-])[O-:42].[K+].[K+].[C:47]1(C)C=CC=CC=1. (5) Given the product [ClH:19].[Cl:19][C:20]1[CH:39]=[CH:38][C:23]([NH:24][C:25]2[C:34]3[C:29](=[CH:30][C:31]([O:37][CH2:17][CH2:18][N:13]4[CH2:14][CH2:15][CH2:16][C:11]4=[O:12])=[C:32]([O:35][CH3:36])[CH:33]=3)[N:28]=[CH:27][N:26]=2)=[C:22]([F:40])[CH:21]=1, predict the reactants needed to synthesize it. The reactants are: N([C:11]([N:13]1[CH2:18][CH2:17][CH2:16][CH2:15][CH2:14]1)=[O:12])=N[C:11]([N:13]1[CH2:18][CH2:17][CH2:16][CH2:15][CH2:14]1)=[O:12].[Cl:19][C:20]1[CH:39]=[CH:38][C:23]([NH:24][C:25]2[C:34]3[C:29](=[CH:30][C:31]([OH:37])=[C:32]([O:35][CH3:36])[CH:33]=3)[N:28]=[CH:27][N:26]=2)=[C:22]([F:40])[CH:21]=1.C(P(CCCC)CCCC)CCC.OCCN1CCCC1=O. (6) Given the product [CH3:1][N:2]([CH3:6])[C:3]([NH:10][CH2:7][C:8]#[CH:9])=[O:4], predict the reactants needed to synthesize it. The reactants are: [CH3:1][N:2]([CH3:6])[C:3](Cl)=[O:4].[CH2:7]([NH2:10])[C:8]#[CH:9].CN(C1C=CC=CN=1)C. (7) Given the product [C:1]([C:3]1[CH:10]=[CH:9][C:6]([CH:7]=[CH:11][C:12]([C:14]2[CH:19]=[CH:18][C:17]([O:20][CH3:21])=[C:16]([O:22][CH3:23])[C:15]=2[O:24][CH3:25])=[O:13])=[CH:5][CH:4]=1)#[N:2], predict the reactants needed to synthesize it. The reactants are: [C:1]([C:3]1[CH:10]=[CH:9][C:6]([CH:7]=O)=[CH:5][CH:4]=1)#[N:2].[CH3:11][C:12]([C:14]1[CH:19]=[CH:18][C:17]([O:20][CH3:21])=[C:16]([O:22][CH3:23])[C:15]=1[O:24][CH3:25])=[O:13]. (8) Given the product [CH2:9]([O:2][C:1]1[CH:8]=[CH:7][C:5]([OH:6])=[CH:4][CH:3]=1)[C:10]1[CH:15]=[CH:14][CH:13]=[CH:12][CH:11]=1, predict the reactants needed to synthesize it. The reactants are: [C:1]1([CH:8]=[CH:7][C:5]([OH:6])=[CH:4][CH:3]=1)[OH:2].[CH2:9](Br)[C:10]1[CH:15]=[CH:14][CH:13]=[CH:12][CH:11]=1. (9) Given the product [Br:1][C:2]1[CH:7]=[CH:6][C:5]([C:8]([F:11])([F:10])[F:9])=[CH:4][C:3]=1[CH2:12][Br:15], predict the reactants needed to synthesize it. The reactants are: [Br:1][C:2]1[CH:7]=[CH:6][C:5]([C:8]([F:11])([F:10])[F:9])=[CH:4][C:3]=1[CH2:12]O.C(Br)(Br)(Br)[Br:15].C1(P(C2C=CC=CC=2)C2C=CC=CC=2)C=CC=CC=1. (10) Given the product [Cl:12][C:3]1[CH:4]=[C:5]([C:9]2([CH3:10])[O:32][CH2:31][CH2:30][O:11]2)[CH:6]=[C:7]([Cl:8])[C:2]=1[NH2:1], predict the reactants needed to synthesize it. The reactants are: [NH2:1][C:2]1[C:7]([Cl:8])=[CH:6][C:5]([C:9](=[O:11])[CH3:10])=[CH:4][C:3]=1[Cl:12].C1(C)C=CC(S(O)(=O)=O)=CC=1.[NH+]1C=CC=CC=1.[CH2:30](O)[CH2:31][OH:32].